This data is from Reaction yield outcomes from USPTO patents with 853,638 reactions. The task is: Predict the reaction yield, written as a fraction of the theoretical maximum amount of product (1.0 means a 100% yield; for example, 0.34 means a 34% yield). (1) The reactants are COC(=O)NC(C(N1CCCC1C1NC(C2C=CC(Br)=CC=2)=CN=1)=O)C(C)C.C(OC([N:36]1[CH2:40][CH2:39][CH2:38][CH:37]1[C:41]1[NH:45][C:44]2[CH:46]=[C:47]([Br:50])[CH:48]=[CH:49][C:43]=2[N:42]=1)=O)(C)(C)C. No catalyst specified. The product is [Br:50][C:47]1[CH:48]=[CH:49][C:43]2[N:42]=[C:41]([CH:37]3[CH2:38][CH2:39][CH2:40][NH:36]3)[NH:45][C:44]=2[CH:46]=1. The yield is 0.660. (2) The reactants are Cl.[CH3:2][N:3]([CH3:33])[C:4]([C:6]1[N:27]([CH:28]2[CH2:32][CH2:31][CH2:30][CH2:29]2)[C:9]2[N:10]=[C:11]([NH:14][C:15]3[CH:20]=[CH:19][C:18]([N:21]4[CH2:26][CH2:25][NH:24][CH2:23][CH2:22]4)=[CH:17][N:16]=3)[N:12]=[CH:13][C:8]=2[CH:7]=1)=[O:5].C(=O)([O-])[O-].[K+].[K+].Br[CH2:41][CH2:42][F:43]. The catalyst is C(#N)C.CN(C=O)C. The product is [CH3:2][N:3]([CH3:33])[C:4]([C:6]1[N:27]([CH:28]2[CH2:32][CH2:31][CH2:30][CH2:29]2)[C:9]2[N:10]=[C:11]([NH:14][C:15]3[CH:20]=[CH:19][C:18]([N:21]4[CH2:22][CH2:23][N:24]([CH2:41][CH2:42][F:43])[CH2:25][CH2:26]4)=[CH:17][N:16]=3)[N:12]=[CH:13][C:8]=2[CH:7]=1)=[O:5]. The yield is 0.550. (3) The reactants are [CH3:1][C:2]1([CH3:20])[CH2:6][N:5]([C:7]2[CH:12]=[CH:11][C:10]([C:13]#[C:14][Si](C)(C)C)=[CH:9][N:8]=2)[C:4](=[O:19])[CH2:3]1.[F:21][C:22]1[CH:23]=[N:24][CH:25]=[C:26](I)[CH:27]=1.CCN(CC)CC.CCCC[N+](CCCC)(CCCC)CCCC.[F-].C1COCC1. The catalyst is CN(C=O)C.C1C=CC(P(C2C=CC=CC=2)C2C=CC=CC=2)=CC=1.C1C=CC(P(C2C=CC=CC=2)C2C=CC=CC=2)=CC=1.Cl[Pd]Cl.[Cu]I.C1(P(C2C=CC=CC=2)C2C=CC=CC=2)C=CC=CC=1. The product is [F:21][C:22]1[CH:27]=[C:26]([C:14]#[C:13][C:10]2[CH:11]=[CH:12][C:7]([N:5]3[CH2:6][C:2]([CH3:20])([CH3:1])[CH2:3][C:4]3=[O:19])=[N:8][CH:9]=2)[CH:25]=[N:24][CH:23]=1. The yield is 0.420. (4) The product is [CH2:20]([N:10]1[C:11]2[C:16](=[CH:15][N:14]=[C:13]([NH:18][CH3:19])[CH:12]=2)[CH:17]=[C:8]([C:6]2[C:5]([I:23])=[CH:4][C:3]([F:24])=[C:2]([NH:1][C:32]([NH:31][C:25]3[CH:30]=[CH:29][CH:28]=[CH:27][CH:26]=3)=[O:33])[CH:7]=2)[C:9]1=[O:22])[CH3:21]. The catalyst is C(Cl)Cl. The reactants are [NH2:1][C:2]1[C:3]([F:24])=[CH:4][C:5]([I:23])=[C:6]([C:8]2[C:9](=[O:22])[N:10]([CH2:20][CH3:21])[C:11]3[C:16]([CH:17]=2)=[CH:15][N:14]=[C:13]([NH:18][CH3:19])[CH:12]=3)[CH:7]=1.[C:25]1([N:31]=[C:32]=[O:33])[CH:30]=[CH:29][CH:28]=[CH:27][CH:26]=1.N1C=CC=CC=1. The yield is 0.290.